Dataset: Catalyst prediction with 721,799 reactions and 888 catalyst types from USPTO. Task: Predict which catalyst facilitates the given reaction. (1) Reactant: [CH:1]1([S:4]([C:7]2[CH:12]=[CH:11][C:10]([CH:13]([CH2:33][CH:34]3[CH2:39][CH2:38][O:37][CH2:36][CH2:35]3)[C:14](=O)[CH2:15][CH2:16][C:17]([C:19]3[S:20][C:21]([C:24]([OH:31])([CH3:30])[CH:25]([O:28][CH3:29])[O:26][CH3:27])=[CH:22][N:23]=3)=O)=[CH:9][CH:8]=2)(=[O:6])=[O:5])[CH2:3][CH2:2]1.C([O-])(=O)C.[NH4+:44].[OH-].[Na+]. Product: [CH:1]1([S:4]([C:7]2[CH:12]=[CH:11][C:10]([CH:13]([C:14]3[NH:44][C:17]([C:19]4[S:20][C:21]([C:24]([OH:31])([CH3:30])[CH:25]([O:28][CH3:29])[O:26][CH3:27])=[CH:22][N:23]=4)=[CH:16][CH:15]=3)[CH2:33][CH:34]3[CH2:39][CH2:38][O:37][CH2:36][CH2:35]3)=[CH:9][CH:8]=2)(=[O:5])=[O:6])[CH2:3][CH2:2]1. The catalyst class is: 15. (2) Product: [CH2:1]([C:5]1[N:6]=[C:7]([CH3:27])[N:8]([CH2:36][C:37]2[N:38]=[C:39]([CH3:42])[S:40][CH:41]=2)[C:9](=[O:26])[C:10]=1[CH2:11][C:12]1[CH:17]=[CH:16][C:15]([C:18]2[C:19]([C:24]#[N:25])=[CH:20][CH:21]=[CH:22][CH:23]=2)=[CH:14][CH:13]=1)[CH2:2][CH2:3][CH3:4]. The catalyst class is: 13. Reactant: [CH2:1]([C:5]1[N:6]=[C:7]([CH3:27])[NH:8][C:9](=[O:26])[C:10]=1[CH2:11][C:12]1[CH:17]=[CH:16][C:15]([C:18]2[C:19]([C:24]#[N:25])=[CH:20][CH:21]=[CH:22][CH:23]=2)=[CH:14][CH:13]=1)[CH2:2][CH2:3][CH3:4].C(=O)([O-])[O-].[K+].[K+].Cl.Cl[CH2:36][C:37]1[N:38]=[C:39]([CH3:42])[S:40][CH:41]=1.CN(C)C=O. (3) Reactant: C([O:5][C:6]([C:8]1[S:12][C:11]([C:13]2[CH:18]=[CH:17][CH:16]=[CH:15][CH:14]=2)=[N:10][C:9]=1[N:19]([CH3:29])[C:20](=[O:28])[C:21]1[CH:26]=[CH:25][C:24]([CH3:27])=[CH:23][CH:22]=1)=[O:7])(C)(C)C. Product: [CH3:29][N:19]([C:20](=[O:28])[C:21]1[CH:22]=[CH:23][C:24]([CH3:27])=[CH:25][CH:26]=1)[C:9]1[N:10]=[C:11]([C:13]2[CH:14]=[CH:15][CH:16]=[CH:17][CH:18]=2)[S:12][C:8]=1[C:6]([OH:7])=[O:5]. The catalyst class is: 557. (4) Reactant: [CH2:1]([O:3][C:4]1[CH:5]=[C:6]([CH:26]=[CH:27][CH:28]=1)[CH2:7][C:8]1[C:17]2[C:12](=[CH:13][C:14]([O:20][CH2:21][CH2:22][OH:23])=[C:15]([O:18][CH3:19])[CH:16]=2)[C:11]([CH:24]=[O:25])=[CH:10][N:9]=1)[CH3:2].[Se](=O)=[O:30]. Product: [CH2:1]([O:3][C:4]1[CH:5]=[C:6]([CH:26]=[CH:27][CH:28]=1)[C:7]([C:8]1[C:17]2[C:12](=[CH:13][C:14]([O:20][CH2:21][CH2:22][OH:23])=[C:15]([O:18][CH3:19])[CH:16]=2)[C:11]([CH:24]=[O:25])=[CH:10][N:9]=1)=[O:30])[CH3:2]. The catalyst class is: 175. (5) Reactant: [Cl:1][C:2]1[C:11]2[C:6](=[CH:7][CH:8]=[C:9]([F:12])[CH:10]=2)[N:5]=[CH:4][C:3]=1[C:13](=[O:15])[CH3:14].[BH4-].[Na+]. Product: [Cl:1][C:2]1[C:11]2[C:6](=[CH:7][CH:8]=[C:9]([F:12])[CH:10]=2)[N:5]=[CH:4][C:3]=1[CH:13]([OH:15])[CH3:14]. The catalyst class is: 5.